From a dataset of Reaction yield outcomes from USPTO patents with 853,638 reactions. Predict the reaction yield, written as a fraction of the theoretical maximum amount of product (1.0 means a 100% yield; for example, 0.34 means a 34% yield). (1) The reactants are [NH:1]1[CH2:7][CH2:6][CH2:5][CH2:4][C:3]2[CH:8]=[CH:9][CH:10]=[CH:11][C:2]1=2.[N+:12]([O-])([O-:14])=[O:13].[K+].N. The catalyst is OS(O)(=O)=O. The product is [N+:12]([C:10]1[CH:9]=[CH:8][C:3]2[CH2:4][CH2:5][CH2:6][CH2:7][NH:1][C:2]=2[CH:11]=1)([O-:14])=[O:13]. The yield is 0.510. (2) The reactants are [Cl:1][C:2]1[CH:10]=[CH:9][C:8]2[NH:7][C:6]3[CH2:11][CH2:12][N:13]([CH3:15])[CH2:14][C:5]=3[C:4]=2[CH:3]=1.[OH-].[K+].[CH3:18][C:19]1[CH:24]=[N:23][C:22]([CH:25]=[CH2:26])=[CH:21][N:20]=1. The catalyst is CN1CCCC1=O.O. The product is [Cl:1][C:2]1[CH:10]=[CH:9][C:8]2[N:7]([CH2:26][CH2:25][C:22]3[CH:21]=[N:20][C:19]([CH3:18])=[CH:24][N:23]=3)[C:6]3[CH2:11][CH2:12][N:13]([CH3:15])[CH2:14][C:5]=3[C:4]=2[CH:3]=1. The yield is 0.540. (3) The catalyst is CCOC(C)=O. The yield is 0.610. The product is [CH2:24]([O:31][C:32]1[CH:33]=[C:34]2[C:39](=[C:40]([NH:42][C:53](=[O:74])[CH2:58][CH2:57][CH2:56][CH2:55][CH2:54][NH:50][C:8](=[O:9])[O:10][C:11]([CH3:14])([CH3:13])[CH3:12])[CH:41]=1)[N:38]=[CH:37][CH:36]=[CH:35]2)[C:25]1[CH:30]=[CH:29][CH:28]=[CH:27][CH:26]=1. The reactants are C(N(CC)CC)C.[C:8](C(CCCCN)C(O)=O)([O:10][C:11]([CH3:14])([CH3:13])[CH3:12])=[O:9].[CH2:24]([O:31][C:32]1[CH:33]=[C:34]2[C:39](=[C:40]([NH2:42])[CH:41]=1)[N:38]=[CH:37][CH:36]=[CH:35]2)[C:25]1[CH:30]=[CH:29][CH:28]=[CH:27][CH:26]=1.F[P-](F)(F)(F)(F)F.[N:50]1(O[P+](N(C)C)(N(C)C)N(C)C)[C:54]2[CH:55]=[CH:56][CH:57]=[CH:58][C:53]=2N=N1.CN(C=[O:74])C. (4) The reactants are S(Cl)(Cl)=O.[NH2:5][CH2:6][CH2:7][CH2:8][CH2:9][CH2:10][CH2:11][CH2:12][C:13]([OH:15])=[O:14].[CH3:16]O. No catalyst specified. The product is [NH2:5][CH2:6][CH2:7][CH2:8][CH2:9][CH2:10][CH2:11][CH2:12][C:13]([O:15][CH3:16])=[O:14]. The yield is 0.900. (5) The reactants are C(OC([N:11]1[CH:17]([C:18]2[NH:22][C:21]3[CH:23]=[C:24]([Br:27])[CH:25]=[CH:26][C:20]=3[N:19]=2)[CH2:16][C:13]2([CH2:15][CH2:14]2)[CH2:12]1)=O)C1C=CC=CC=1.Br.[CH3:29][O:30][C:31]([NH:33][CH:34]([CH:38]([CH3:40])[CH3:39])[C:35](O)=[O:36])=[O:32].CN(C(ON1N=NC2C=CC=NC1=2)=[N+](C)C)C.F[P-](F)(F)(F)(F)F.CCN(C(C)C)C(C)C. The catalyst is C(Cl)Cl.CCOC(C)=O.CN(C=O)C. The product is [CH3:29][O:30][C:31](=[O:32])[NH:33][CH:34]([C:35]([N:11]1[CH:17]([C:18]2[NH:22][C:21]3[CH:23]=[C:24]([Br:27])[CH:25]=[CH:26][C:20]=3[N:19]=2)[CH2:16][C:13]2([CH2:15][CH2:14]2)[CH2:12]1)=[O:36])[CH:38]([CH3:40])[CH3:39]. The yield is 0.750. (6) The reactants are C([O:3][C:4]([C:6]1([NH:15][C:16]([C:18]2[S:22][C:21]3[CH:23]=[CH:24][CH:25]=[CH:26][C:20]=3[CH:19]=2)=[O:17])[CH2:14][C:13]2[C:8](=[CH:9][CH:10]=[CH:11][CH:12]=2)[CH2:7]1)=[O:5])C.O1CCOCC1.CO.[Li+].[OH-]. The catalyst is CC(O)C.C(Cl)Cl.O. The product is [S:22]1[C:18]([C:16]([NH:15][C:6]2([C:4]([OH:5])=[O:3])[CH2:14][C:13]3[C:8](=[CH:9][CH:10]=[CH:11][CH:12]=3)[CH2:7]2)=[O:17])=[CH:19][C:20]2[CH:26]=[CH:25][CH:24]=[CH:23][C:21]1=2. The yield is 0.890.